From a dataset of Forward reaction prediction with 1.9M reactions from USPTO patents (1976-2016). Predict the product of the given reaction. (1) Given the reactants Cl.O[CH:3]([C:9]1[CH:14]=[CH:13][C:12]([O:15][CH3:16])=[C:11]([CH3:17])[CH:10]=1)[C:4](=[NH:8])OCC.[CH2:18]([O:21][C:22]1[CH:23]=[C:24]([Mg]Br)[CH:25]=[CH:26][CH:27]=1)[CH2:19][CH3:20].[CH:30]([N:33](C(C)C)CC)(C)[CH3:31].S(Cl)(Cl)=O.[NH3:43], predict the reaction product. The product is: [NH:33]1[CH2:30][CH2:31][N:8]=[C:4]1[C:3]([NH2:43])([C:9]1[CH:14]=[CH:13][C:12]([O:15][CH3:16])=[C:11]([CH3:17])[CH:10]=1)[C:26]1[CH:25]=[CH:24][CH:23]=[C:22]([O:21][CH2:18][CH2:19][CH3:20])[CH:27]=1. (2) Given the reactants [O:1]1[CH:5]=[CH:4][CH:3]=[C:2]1[C:6]1[O:7][C:8]([CH3:36])=[C:9]([CH2:11][O:12][C:13]2[CH:33]=[CH:32][C:16]([CH2:17][O:18][C:19]3[C:23]([CH:24]=O)=[CH:22][N:21]([C:26]4[CH:31]=[CH:30][CH:29]=[CH:28][CH:27]=4)[N:20]=3)=[CH:15][C:14]=2[O:34][CH3:35])[N:10]=1.[CH3:37][S:38][CH2:39]P(=O)(OCC)OCC.[H-].[Na+].ClC1C=CC=C(C(OO)=[O:58])C=1.S([O-])([O-])=O.[Na+].[Na+], predict the reaction product. The product is: [O:1]1[CH:5]=[CH:4][CH:3]=[C:2]1[C:6]1[O:7][C:8]([CH3:36])=[C:9]([CH2:11][O:12][C:13]2[CH:33]=[CH:32][C:16]([CH2:17][O:18][C:19]3[C:23](/[CH:24]=[CH:37]/[S:38]([CH3:39])=[O:58])=[CH:22][N:21]([C:26]4[CH:31]=[CH:30][CH:29]=[CH:28][CH:27]=4)[N:20]=3)=[CH:15][C:14]=2[O:34][CH3:35])[N:10]=1. (3) Given the reactants CCN(C(C)C)C(C)C.[CH3:10][C:11]([O:14][C:15]([NH:17][C@H:18]([C:27]([OH:29])=O)[CH2:19][CH2:20][C:21]1[CH:26]=[CH:25][CH:24]=[CH:23][CH:22]=1)=[O:16])([CH3:13])[CH3:12].[NH2:30][C@H:31]([C:36]([O:38][CH2:39][C:40]1[CH:45]=[CH:44][CH:43]=[CH:42][CH:41]=1)=[O:37])[CH2:32][CH:33]([CH3:35])[CH3:34].CC1C=CC(S(O)(=O)=O)=CC=1.CN(C(ON1N=NC2C=CC=NC1=2)=[N+](C)C)C.F[P-](F)(F)(F)(F)F.Cl, predict the reaction product. The product is: [C:11]([O:14][C:15]([NH:17][C@@H:18]([CH2:19][CH2:20][C:21]1[CH:22]=[CH:23][CH:24]=[CH:25][CH:26]=1)[C:27]([NH:30][C@@H:31]([CH2:32][CH:33]([CH3:35])[CH3:34])[C:36]([O:38][CH2:39][C:40]1[CH:45]=[CH:44][CH:43]=[CH:42][CH:41]=1)=[O:37])=[O:29])=[O:16])([CH3:10])([CH3:12])[CH3:13].